From a dataset of Full USPTO retrosynthesis dataset with 1.9M reactions from patents (1976-2016). Predict the reactants needed to synthesize the given product. (1) Given the product [O-:8][Mo:6]([O-:9])(=[O:7])=[O:5].[O-:4][V:2](=[O:3])=[O:1], predict the reactants needed to synthesize it. The reactants are: [O-:1][V:2](=[O:4])=[O:3].[O-:5][Mo:6]([O-:9])(=[O:8])=[O:7].[N+]([O-])(O)=O. (2) Given the product [Cl:1][C:2]1[CH:7]=[C:6]([Cl:8])[CH:5]=[C:4]([Cl:9])[C:3]=1[N:10]=[C:11]1[N:17]([CH:14]([CH2:15][CH3:16])[CH3:13])[C:20](=[O:21])[CH2:19][S:12]1, predict the reactants needed to synthesize it. The reactants are: [Cl:1][C:2]1[CH:7]=[C:6]([Cl:8])[CH:5]=[C:4]([Cl:9])[C:3]=1[N:10]=[C:11]=[S:12].[CH3:13][CH:14]([NH2:17])[CH2:15][CH3:16].Cl[CH2:19][C:20](O)=[O:21]. (3) The reactants are: [CH3:1][O:2][C:3]([C:5]1[NH:6][C:7](=[S:17])[NH:8][C:9]=1[C:10]1[CH:15]=[CH:14][C:13]([F:16])=[CH:12][CH:11]=1)=[O:4].[C:18]([O-])([O-])=O.[K+].[K+].CI. Given the product [CH3:1][O:2][C:3]([C:5]1[N:6]=[C:7]([S:17][CH3:18])[NH:8][C:9]=1[C:10]1[CH:15]=[CH:14][C:13]([F:16])=[CH:12][CH:11]=1)=[O:4], predict the reactants needed to synthesize it. (4) The reactants are: [Cl:1][C:2]1[CH:7]=[CH:6][C:5]([C:8]2[C:9]([O:17][CH2:18][C:19]([F:22])([F:21])[F:20])=[N:10][CH:11]=[C:12]([CH:16]=2)[C:13]([OH:15])=O)=[C:4]([F:23])[CH:3]=1.[F:24][C:25]([F:34])([F:33])[C:26]1[N:30]=[C:29]([CH2:31][NH2:32])[O:28][N:27]=1. Given the product [Cl:1][C:2]1[CH:7]=[CH:6][C:5]([C:8]2[C:9]([O:17][CH2:18][C:19]([F:21])([F:20])[F:22])=[N:10][CH:11]=[C:12]([CH:16]=2)[C:13]([NH:32][CH2:31][C:29]2[O:28][N:27]=[C:26]([C:25]([F:34])([F:33])[F:24])[N:30]=2)=[O:15])=[C:4]([F:23])[CH:3]=1, predict the reactants needed to synthesize it. (5) The reactants are: [Na].C([O:4][C:5](=[O:8])[CH2:6][SH:7])C.Cl/[C:10](=[C:12]1\[C@H:13]2[C@@H:15]([CH2:16][C:17]\1=O)[C:14]2([CH3:20])[CH3:19])/[CH3:11].[Li+].[OH-]. Given the product [CH3:19][C:14]1([CH3:20])[C@@H:15]2[CH2:16][C:17]3[C:12]([C@H:13]12)=[C:10]([CH3:11])[S:7][C:6]=3[C:5]([OH:4])=[O:8], predict the reactants needed to synthesize it. (6) The reactants are: [Cl:1][C:2]1[C:14]([Cl:15])=[CH:13][CH:12]=[C:11]2[C:3]=1[C:4]1[CH2:5][CH2:6][CH2:7][C:8](=[O:23])[C:9]=1[N:10]2C(OC(C)(C)C)=O.C(O)(C(F)(F)F)=O.C([O-])(O)=O.[Na+]. Given the product [Cl:1][C:2]1[C:14]([Cl:15])=[CH:13][CH:12]=[C:11]2[C:3]=1[C:4]1[CH2:5][CH2:6][CH2:7][C:8](=[O:23])[C:9]=1[NH:10]2, predict the reactants needed to synthesize it.